The task is: Predict the product of the given reaction.. This data is from Forward reaction prediction with 1.9M reactions from USPTO patents (1976-2016). (1) Given the reactants [Cl-].[F:2][C:3]1[CH:10]=[CH:9][C:6]([CH2:7][Zn+])=[CH:5][CH:4]=1.[Cl:11][C:12]1[CH:13]=[CH:14][C:15]2[N:21](Cl)[C:20]3[CH:23]=[CH:24][CH:25]=[CH:26][C:19]=3[CH:18]=[N:17][C:16]=2[CH:27]=1, predict the reaction product. The product is: [Cl:11][C:12]1[CH:13]=[CH:14][C:15]2[NH:21][C:20]3[CH:23]=[CH:24][CH:25]=[CH:26][C:19]=3[C:18]([CH2:7][C:6]3[CH:9]=[CH:10][C:3]([F:2])=[CH:4][CH:5]=3)=[N:17][C:16]=2[CH:27]=1. (2) Given the reactants [NH2:1][CH:2]1[CH2:6][NH:5][C:4](=[O:7])[CH2:3]1.C1COCC1.CCN(C(C)C)C(C)C.[Br:22][C:23]1[CH:28]=[CH:27][C:26]([S:29](Cl)(=[O:31])=[O:30])=[C:25]([CH2:33][CH3:34])[CH:24]=1, predict the reaction product. The product is: [Br:22][C:23]1[CH:28]=[CH:27][C:26]([S:29]([NH:1][CH:2]2[CH2:3][C:4](=[O:7])[NH:5][CH2:6]2)(=[O:31])=[O:30])=[C:25]([CH2:33][CH3:34])[CH:24]=1. (3) Given the reactants [Cl:1][C:2]1[CH:3]=[C:4]([C:9]2[N:13]([C:14]3[CH:19]=[CH:18][CH:17]=[C:16]([C:20]#[N:21])[CH:15]=3)[N:12]=[C:11]([C:22]([O:24]CC)=[O:23])[CH:10]=2)[CH:5]=[CH:6][C:7]=1[F:8].ClC1C=C(N2C(C3C=C(F)C=C(Cl)C=3)=CC(C(O)=O)=N2)C=CC=1F, predict the reaction product. The product is: [Cl:1][C:2]1[CH:3]=[C:4]([C:9]2[N:13]([C:14]3[CH:19]=[CH:18][CH:17]=[C:16]([C:20]#[N:21])[CH:15]=3)[N:12]=[C:11]([C:22]([OH:24])=[O:23])[CH:10]=2)[CH:5]=[CH:6][C:7]=1[F:8]. (4) Given the reactants [C:1]([N:3]1[CH2:8][CH2:7][N:6]([C:9]([O:11][C:12]([CH3:15])([CH3:14])[CH3:13])=[O:10])[CH2:5][CH2:4]1)#[N:2].[N-:16]=[N+:17]=[N-:18].[Na+].[Cl-].[NH4+].Cl, predict the reaction product. The product is: [N:2]1[NH:16][N:17]=[N:18][C:1]=1[N:3]1[CH2:8][CH2:7][N:6]([C:9]([O:11][C:12]([CH3:15])([CH3:14])[CH3:13])=[O:10])[CH2:5][CH2:4]1. (5) Given the reactants [O:1]1[CH2:6][CH2:5][O:4][C:3]2[CH:7]=[C:8]([CH:11]([O:15][CH3:16])[C:12]([OH:14])=[O:13])[CH:9]=[CH:10][C:2]1=2.S(=O)(=O)(O)O.[C:22]([O-])(O)=O.[Na+], predict the reaction product. The product is: [O:1]1[CH2:6][CH2:5][O:4][C:3]2[CH:7]=[C:8]([CH:11]([O:15][CH3:16])[C:12]([O:14][CH3:22])=[O:13])[CH:9]=[CH:10][C:2]1=2. (6) Given the reactants [NH2:1][C:2]([C:4]1[N:8]2[C:9]3[CH:32]=[CH:31][C:30]([Cl:33])=[CH:29][C:10]=3[C@@H:11]([C:19]3[CH:24]=[CH:23][CH:22]=[C:21]([O:25][CH3:26])[C:20]=3[O:27][CH3:28])[O:12][C@H:13]([CH2:14][CH2:15][C:16]([OH:18])=O)[C:7]2=[CH:6][CH:5]=1)=[O:3].[NH:34]1[CH2:39][CH2:38][CH:37]([CH2:40][C:41]([O:43][CH2:44][CH3:45])=[O:42])[CH2:36][CH2:35]1.Cl.C(N=C=NCCCN(C)C)C.ON1C2C=CC=CC=2N=N1, predict the reaction product. The product is: [NH2:1][C:2]([C:4]1[N:8]2[C:9]3[CH:32]=[CH:31][C:30]([Cl:33])=[CH:29][C:10]=3[C@@H:11]([C:19]3[CH:24]=[CH:23][CH:22]=[C:21]([O:25][CH3:26])[C:20]=3[O:27][CH3:28])[O:12][C@H:13]([CH2:14][CH2:15][C:16]([N:34]3[CH2:39][CH2:38][CH:37]([CH2:40][C:41]([O:43][CH2:44][CH3:45])=[O:42])[CH2:36][CH2:35]3)=[O:18])[C:7]2=[CH:6][CH:5]=1)=[O:3]. (7) Given the reactants [F:1][C:2]1[CH:21]=[CH:20][C:5]2[C:6]([C:9]3[CH:14]=[CH:13][C:12]([O:15][CH2:16][C@H:17]4[CH2:19][O:18]4)=[CH:11][CH:10]=3)=[N:7][O:8][C:4]=2[CH:3]=1.[Cl:22][C:23]1[CH:24]=[C:25]([CH:33]=[CH:34][CH:35]=1)[O:26][CH:27]1[CH2:32][CH2:31][NH:30][CH2:29][CH2:28]1, predict the reaction product. The product is: [Cl:22][C:23]1[CH:24]=[C:25]([CH:33]=[CH:34][CH:35]=1)[O:26][CH:27]1[CH2:28][CH2:29][N:30]([CH2:19][C@@H:17]([OH:18])[CH2:16][O:15][C:12]2[CH:11]=[CH:10][C:9]([C:6]3[C:5]4[CH:20]=[CH:21][C:2]([F:1])=[CH:3][C:4]=4[O:8][N:7]=3)=[CH:14][CH:13]=2)[CH2:31][CH2:32]1. (8) Given the reactants [F:1][C:2]1[CH:7]=[CH:6][C:5]([CH3:8])=[CH:4][C:3]=1[NH:9][C:10]([NH:12][C:13]1[CH:37]=[CH:36][C:16]([O:17][C:18]2[CH:23]=[CH:22][N:21]=[C:20]3[CH:24]=[C:25]([C:27]([NH:29][CH2:30][CH2:31][C:32]([O:34]C)=[O:33])=[O:28])[S:26][C:19]=23)=[CH:15][CH:14]=1)=[O:11].C1COCC1.CO.[OH-].[Na+].Cl, predict the reaction product. The product is: [F:1][C:2]1[CH:7]=[CH:6][C:5]([CH3:8])=[CH:4][C:3]=1[NH:9][C:10]([NH:12][C:13]1[CH:37]=[CH:36][C:16]([O:17][C:18]2[CH:23]=[CH:22][N:21]=[C:20]3[CH:24]=[C:25]([C:27]([NH:29][CH2:30][CH2:31][C:32]([OH:34])=[O:33])=[O:28])[S:26][C:19]=23)=[CH:15][CH:14]=1)=[O:11].